From a dataset of Experimentally validated miRNA-target interactions with 360,000+ pairs, plus equal number of negative samples. Binary Classification. Given a miRNA mature sequence and a target amino acid sequence, predict their likelihood of interaction. The miRNA is dme-miR-311-3p with sequence UAUUGCACAUUCACCGGCCUGA. The protein sequence of the target gene is MSYRRELEKYRDLDEDEILGALTEEELRTLENELDELDPDNALLPAGLRQKDQTTKAPTGPFKREELLDHLEKQAKEFKDREDLVPYTGEKRGKVWVPKQKPLDPVLESVTLEPELEEALANASDAELCDIAAILGMHTLMSNQQYYQALSSSSIMNKEGLNSVIKPTQYKPVPDEEPNSTDVEETLERIKNNDPKLEEVNLNNIRNIPIPTLKAYAEALKENSYVKKFSIVGTRSNDPVAYALAEMLKENKVLKTLNVESNFISGAGILRLVEALPYNTSLVEMKIDNQSQPLGNKVEM.... Result: 0 (no interaction).